From a dataset of Catalyst prediction with 721,799 reactions and 888 catalyst types from USPTO. Predict which catalyst facilitates the given reaction. Reactant: CN(C(ON1N=NC2C=CC=CC1=2)=[N+](C)C)C.F[P-](F)(F)(F)(F)F.[CH3:25][C:26]1[N:34]([C:35]([C:37]2[CH:38]=[CH:39][C:40]([Cl:43])=[CH:41][CH:42]=2)=[O:36])[C:33]2[CH:32]=[CH:31][C:30]([O:44][CH3:45])=[CH:29][C:28]=2[C:27]=1[CH2:46][C:47]([OH:49])=[O:48].O[C:51]1[CH:71]=[CH:70][C:54]([C:55]([O:57][CH:58]2[CH2:63][O:62][CH:61]([C:64]3[CH:69]=[CH:68][CH:67]=[CH:66][CH:65]=3)[O:60][CH2:59]2)=[O:56])=[CH:53][CH:52]=1.C(N(CC)CC)C. Product: [Cl:43][C:40]1[CH:39]=[CH:38][C:37]([C:35]([N:34]2[C:33]3[C:28](=[CH:29][C:30]([O:44][CH3:45])=[CH:31][CH:32]=3)[C:27]([CH2:46][C:47]([O:49][C:51]3[CH:71]=[CH:70][C:54]([C:55]([O:57][CH:58]4[CH2:63][O:62][CH:61]([C:64]5[CH:69]=[CH:68][CH:67]=[CH:66][CH:65]=5)[O:60][CH2:59]4)=[O:56])=[CH:53][CH:52]=3)=[O:48])=[C:26]2[CH3:25])=[O:36])=[CH:42][CH:41]=1. The catalyst class is: 2.